Dataset: Forward reaction prediction with 1.9M reactions from USPTO patents (1976-2016). Task: Predict the product of the given reaction. (1) Given the reactants [O:1]=[C:2]1[C:23]2[C:18](=[CH:19][CH:20]=[C:21]([C:24]3[NH:28][C:27](=[O:29])[O:26][N:25]=3)[CH:22]=2)[O:17][C:4]2([CH2:9][CH2:8][N:7](C(OC(C)(C)C)=O)[CH2:6][CH2:5]2)[CH2:3]1.[ClH:30], predict the reaction product. The product is: [ClH:30].[O:29]=[C:27]1[O:26][N:25]=[C:24]([C:21]2[CH:22]=[C:23]3[C:18](=[CH:19][CH:20]=2)[O:17][C:4]2([CH2:9][CH2:8][NH:7][CH2:6][CH2:5]2)[CH2:3][C:2]3=[O:1])[NH:28]1. (2) Given the reactants [CH:1]1([NH:7][C:8]2[N:18]=[CH:17][CH:16]=[CH:15][C:9]=2[C:10]([O:12][CH2:13]C)=[O:11])[CH2:6][CH2:5][CH2:4][CH2:3][CH2:2]1.C(C(CC)CNC1N=CC=CC=1C(OCC)=[O:27])C, predict the reaction product. The product is: [CH:1]1([N:7]2[C:8]3[N:18]=[CH:17][CH:16]=[CH:15][C:9]=3[C:10](=[O:11])[O:12][C:13]2=[O:27])[CH2:6][CH2:5][CH2:4][CH2:3][CH2:2]1. (3) Given the reactants [H-].[Na+].[CH3:3][C:4]1[CH:5]=[C:6]([OH:38])[CH:7]=[CH:8][C:9]=1[CH2:10][CH2:11][CH2:12][CH2:13][C:14]1[N:15]=[N:16][N:17]([C:19]([C:32]2[CH:37]=[CH:36][CH:35]=[CH:34][CH:33]=2)([C:26]2[CH:31]=[CH:30][CH:29]=[CH:28][CH:27]=2)[C:20]2[CH:25]=[CH:24][CH:23]=[CH:22][CH:21]=2)[CH:18]=1.Cl[CH2:40][C:41]1[N:42]=[C:43]([CH:46]=[CH:47][C:48]2[CH:53]=[CH:52][C:51]([O:54][C:55]([F:58])([F:57])[F:56])=[CH:50][CH:49]=2)[O:44][CH:45]=1.O, predict the reaction product. The product is: [CH3:3][C:4]1[CH:5]=[C:6]([O:38][CH2:40][C:41]2[N:42]=[C:43](/[CH:46]=[CH:47]/[C:48]3[CH:49]=[CH:50][C:51]([O:54][C:55]([F:58])([F:56])[F:57])=[CH:52][CH:53]=3)[O:44][CH:45]=2)[CH:7]=[CH:8][C:9]=1[CH2:10][CH2:11][CH2:12][CH2:13][C:14]1[N:15]=[N:16][N:17]([C:19]([C:32]2[CH:37]=[CH:36][CH:35]=[CH:34][CH:33]=2)([C:20]2[CH:25]=[CH:24][CH:23]=[CH:22][CH:21]=2)[C:26]2[CH:27]=[CH:28][CH:29]=[CH:30][CH:31]=2)[CH:18]=1. (4) Given the reactants [CH3:1][N:2]([CH2:4][CH:5]([C:14]1([OH:20])[CH2:19][CH2:18][CH2:17][CH2:16][CH2:15]1)[C:6]1[CH:7]=[CH:8][C:9]([O:12][CH3:13])=[CH:10][CH:11]=1)[CH3:3].C(O)(=O)C.C[Si](C)(C)[Cl:27], predict the reaction product. The product is: [CH3:1][N:2]([CH2:4][CH:5]([C:14]1([OH:20])[CH2:19][CH2:18][CH2:17][CH2:16][CH2:15]1)[C:6]1[CH:7]=[CH:8][C:9]([O:12][CH3:13])=[CH:10][CH:11]=1)[CH3:3].[ClH:27]. (5) The product is: [CH2:25]([O:32][C:33]1[CH:34]=[CH:35][C:36]([C:37]#[N:38])=[C:39]([CH3:3])[C:40]=1[N:18]1[C:14](=[O:24])[C:15]2[C:16](=[CH:20][CH:21]=[CH:22][CH:23]=2)[C:17]1=[O:19])[C:26]1[CH:27]=[CH:28][CH:29]=[CH:30][CH:31]=1. Given the reactants N(C(OCC)=O)=N[C:3](OCC)=O.[K].[C:14]1(=[O:24])[NH:18][C:17](=[O:19])[C:16]2=[CH:20][CH:21]=[CH:22][CH:23]=[C:15]12.[CH2:25]([O:32][C:33]1[CH:40]=[CH:39][C:36]([C:37]#[N:38])=[CH:35][C:34]=1CO)[C:26]1[CH:31]=[CH:30][CH:29]=[CH:28][CH:27]=1.C1(P(C2C=CC=CC=2)C2C=CC=CC=2)C=CC=CC=1, predict the reaction product.